From a dataset of Full USPTO retrosynthesis dataset with 1.9M reactions from patents (1976-2016). Predict the reactants needed to synthesize the given product. (1) Given the product [OH:1][C:2]1([C:6]2[NH:7][C:8]([C:12]3[CH:13]=[C:14]([CH:29]=[CH:30][C:31]=3[CH3:32])[C:15]([N:17]3[CH2:18][CH:19]([C:21]4[CH:22]=[CH:23][C:24]([C:25]#[N:26])=[CH:27][CH:28]=4)[CH2:20]3)=[O:16])=[C:9]([CH3:11])[N:10]=2)[CH2:35][CH2:34][O:33][CH2:38][CH2:5]1, predict the reactants needed to synthesize it. The reactants are: [OH:1][C:2]1([C:6]2[NH:7][C:8]([C:12]3[CH:13]=[C:14]([CH:29]=[CH:30][C:31]=3[CH3:32])[C:15]([N:17]3[CH2:20][CH:19]([C:21]4[CH:28]=[CH:27][C:24]([C:25]#[N:26])=[CH:23][CH:22]=4)[CH2:18]3)=[O:16])=[C:9]([CH3:11])[N:10]=2)[CH2:5]OC1.[O:33]1[CH2:38]CC(=O)[CH2:35][CH2:34]1. (2) Given the product [Cl:1][C:2]1[C:3]2[N:4]([C:8]([C:11]3[C:16]([C:17]#[N:18])=[CH:15][N:14]=[C:13]([NH:19][C@H:20]([C:22]4[CH:27]=[CH:26][C:25]([CH:28]([OH:41])[CH:29]5[CH2:34][CH2:33][NH:32][CH2:31][CH2:30]5)=[CH:24][CH:23]=4)[CH3:21])[N:12]=3)=[CH:9][N:10]=2)[CH:5]=[CH:6][CH:7]=1, predict the reactants needed to synthesize it. The reactants are: [Cl:1][C:2]1[C:3]2[N:4]([C:8]([C:11]3[C:16]([C:17]#[N:18])=[CH:15][N:14]=[C:13]([NH:19][C@H:20]([C:22]4[CH:27]=[CH:26][C:25]([CH:28]([OH:41])[CH:29]5[CH2:34][CH2:33][N:32](C(=O)C(F)(F)F)[CH2:31][CH2:30]5)=[CH:24][CH:23]=4)[CH3:21])[N:12]=3)=[CH:9][N:10]=2)[CH:5]=[CH:6][CH:7]=1.[OH-].[Na+]. (3) The reactants are: [C:1]([O:5][C:6]([N:8]1[CH2:13][CH2:12][CH2:11][CH:10]([CH2:14][OH:15])[CH2:9]1)=[O:7])([CH3:4])([CH3:3])[CH3:2].[H-].[Na+].Cl[CH2:19][C:20]1[S:24][C:23]([C:25]2[CH:30]=[CH:29][C:28]([Cl:31])=[CH:27][CH:26]=2)=[N:22][C:21]=1[CH3:32].[I-].[Na+]. Given the product [C:1]([O:5][C:6]([N:8]1[CH2:13][CH2:12][CH2:11][CH:10]([CH2:14][O:15][CH2:19][C:20]2[S:24][C:23]([C:25]3[CH:30]=[CH:29][C:28]([Cl:31])=[CH:27][CH:26]=3)=[N:22][C:21]=2[CH3:32])[CH2:9]1)=[O:7])([CH3:4])([CH3:3])[CH3:2], predict the reactants needed to synthesize it.